From a dataset of Full USPTO retrosynthesis dataset with 1.9M reactions from patents (1976-2016). Predict the reactants needed to synthesize the given product. (1) Given the product [OH:38]/[N:37]=[C:32](/[C:7]1[C:6]([OH:5])=[C:11]([CH2:12][N:13]([CH3:31])[CH2:14][CH2:15][NH:16][C:17]2[C:18]3[C:23]([N:24]=[C:25]4[C:30]=2[CH2:29][CH2:28][CH2:27][CH2:26]4)=[CH:22][CH:21]=[CH:20][CH:19]=3)[CH:10]=[CH:9][N:8]=1)\[NH2:33], predict the reactants needed to synthesize it. The reactants are: C(N(CC)C(=O)[O:5][C:6]1[C:7]([C:32]#[N:33])=[N:8][CH:9]=[CH:10][C:11]=1[CH2:12][N:13]([CH3:31])[CH2:14][CH2:15][NH:16][C:17]1[C:18]2[C:23]([N:24]=[C:25]3[C:30]=1[CH2:29][CH2:28][CH2:27][CH2:26]3)=[CH:22][CH:21]=[CH:20][CH:19]=2)C.[NH2:37][OH:38].Cl.N1C=CC=CC=1. (2) Given the product [C:1]1([C:20]2[CH:21]=[CH:22][CH:23]=[CH:24][CH:25]=2)[CH:2]=[CH:3][C:4]([CH2:7][C@H:8]2[N:12]([C:13](=[O:18])[C:14]([CH3:16])([CH3:17])[CH3:15])[C:11](=[O:19])[CH:10]=[CH:9]2)=[CH:5][CH:6]=1, predict the reactants needed to synthesize it. The reactants are: [C:1]1([C:20]2[CH:25]=[CH:24][CH:23]=[CH:22][CH:21]=2)[CH:6]=[CH:5][C:4]([CH2:7][C@H:8]2[N:12]([C:13](=[O:18])[C:14]([CH3:17])([CH3:16])[CH3:15])[C:11](=[O:19])[CH2:10][CH2:9]2)=[CH:3][CH:2]=1.C[Si]([N-][Si](C)(C)C)(C)C.[Li+].C1([Se]Br)C=CC=CC=1.O. (3) Given the product [F:29][C:16]1[CH:15]=[C:14]([NH:13][CH3:12])[CH:19]=[CH:18][C:17]=1[S:20]([NH:23][C:24]1[S:25][CH:26]=[CH:27][N:28]=1)(=[O:22])=[O:21], predict the reactants needed to synthesize it. The reactants are: FC(F)(F)C(O)=O.COC1C=C(OC)C=CC=1[CH2:12][N:13](C)[C:14]1[CH:19]=[CH:18][C:17]([S:20]([NH:23][C:24]2[S:25][CH:26]=[CH:27][N:28]=2)(=[O:22])=[O:21])=[C:16]([F:29])[CH:15]=1.C(Cl)Cl. (4) Given the product [F:11][C:10]1[CH:9]=[CH:8][C:4]([C:5]([N:32]([O:33][CH3:34])[CH3:31])=[O:7])=[CH:3][C:2]=1[OH:1], predict the reactants needed to synthesize it. The reactants are: [OH:1][C:2]1[CH:3]=[C:4]([CH:8]=[CH:9][C:10]=1[F:11])[C:5]([OH:7])=O.C(N(CC)CC)C.CCN=C=NCCCN(C)C.Cl.[CH3:31][NH:32][O:33][CH3:34]. (5) The reactants are: [Cl:1][C:2]1[CH:7]=[CH:6][CH:5]=[CH:4][C:3]=1[N:8]=[C:9]=S.[F:11][C:12]1[CH:13]=[C:14]([CH:31]=[CH:32][C:33]=1[F:34])[CH2:15][N:16]1[CH2:21][CH2:20][CH:19]([NH:22][C:23](=[O:30])[CH2:24][CH2:25][C:26]([NH:28][NH2:29])=[O:27])[CH2:18][CH2:17]1. Given the product [Cl:1][C:2]1[CH:7]=[CH:6][CH:5]=[CH:4][C:3]=1[NH:8][C:9]1[O:27][C:26]([CH2:25][CH2:24][C:23]([NH:22][CH:19]2[CH2:20][CH2:21][N:16]([CH2:15][C:14]3[CH:31]=[CH:32][C:33]([F:34])=[C:12]([F:11])[CH:13]=3)[CH2:17][CH2:18]2)=[O:30])=[N:28][N:29]=1, predict the reactants needed to synthesize it. (6) Given the product [CH3:1][O:2][C:3]1[CH:8]=[CH:7][C:6]([C:9]2[CH:10]=[N:11][CH:12]=[C:13]3[C:18]=2[N:17]=[C:16]([C:19]([NH:62][CH2:61][C:57]2[CH:56]=[N:55][CH:60]=[CH:59][CH:58]=2)=[O:21])[CH:15]=[CH:14]3)=[CH:5][CH:4]=1, predict the reactants needed to synthesize it. The reactants are: [CH3:1][O:2][C:3]1[CH:8]=[CH:7][C:6]([C:9]2[CH:10]=[N:11][CH:12]=[C:13]3[C:18]=2[N:17]=[C:16]([C:19]([OH:21])=O)[CH:15]=[CH:14]3)=[CH:5][CH:4]=1.C(N(CC)C(C)C)(C)C.F[P-](F)(F)(F)(F)F.N1(OC(N(C)C)=[N+](C)C)C2N=CC=CC=2N=N1.[N:55]1[CH:60]=[CH:59][CH:58]=[C:57]([CH2:61][NH2:62])[CH:56]=1.